Dataset: Full USPTO retrosynthesis dataset with 1.9M reactions from patents (1976-2016). Task: Predict the reactants needed to synthesize the given product. (1) Given the product [Br:10][C:7]1[S:6][C:5]([S:4][CH:1]([CH3:3])[CH3:2])=[N:9][CH:8]=1, predict the reactants needed to synthesize it. The reactants are: [CH:1]([S:4][C:5]1[S:6][CH:7]=[CH:8][N:9]=1)([CH3:3])[CH3:2].[Br:10]N1C(=O)CCC1=O.C(OCC)(=O)C.CCCCCC. (2) Given the product [Br:1][C:2]1[CH:7]=[CH:6][C:5]([C:8]2[N:13]=[C:12]3[O:14][C:15]([C:18]([OH:20])=[O:19])=[C:16]([CH3:17])[C:11]3=[CH:10][C:9]=2[C:23]2[CH:28]=[CH:27][C:26]([Cl:29])=[CH:25][CH:24]=2)=[C:4]([Cl:30])[CH:3]=1, predict the reactants needed to synthesize it. The reactants are: [Br:1][C:2]1[CH:7]=[CH:6][C:5]([C:8]2[N:13]=[C:12]3[O:14][C:15]([C:18]([O:20]CC)=[O:19])=[C:16]([CH3:17])[C:11]3=[CH:10][C:9]=2[C:23]2[CH:28]=[CH:27][C:26]([Cl:29])=[CH:25][CH:24]=2)=[C:4]([Cl:30])[CH:3]=1.[OH-].[K+].Cl.CCOC(C)=O. (3) Given the product [O:16]([C:2]1[N:4]=[C:5]([O:19][C:20]2[CH:25]=[CH:24][CH:23]=[CH:22][CH:21]=2)[N:7]=[C:8]([Cl:9])[N:1]=1)[C:10]1[CH:15]=[CH:14][CH:13]=[CH:12][CH:11]=1, predict the reactants needed to synthesize it. The reactants are: [N:1]1[C:8]([Cl:9])=[N:7][C:5](Cl)=[N:4][C:2]=1Cl.[C:10]1([OH:16])[CH:15]=[CH:14][CH:13]=[CH:12][CH:11]=1.[OH-].[Na+].[O-:19][C:20]1[CH:25]=[CH:24][CH:23]=[CH:22][CH:21]=1.[Na+]. (4) Given the product [F:1][C:2]1[CH:26]=[CH:25][CH:24]=[C:23]([F:27])[C:3]=1[C:4]([NH:6][C:7](=[O:22])[N:8]([C:10]1[CH:15]=[CH:14][C:13]([S:16]([C:17]([F:20])([F:19])[F:18])=[O:36])=[CH:12][C:11]=1[F:21])[CH3:9])=[O:5], predict the reactants needed to synthesize it. The reactants are: [F:1][C:2]1[CH:26]=[CH:25][CH:24]=[C:23]([F:27])[C:3]=1[C:4]([NH:6][C:7](=[O:22])[N:8]([C:10]1[CH:15]=[CH:14][C:13]([S:16][C:17]([F:20])([F:19])[F:18])=[CH:12][C:11]=1[F:21])[CH3:9])=[O:5].ClC1C=CC=C(C(OO)=[O:36])C=1. (5) Given the product [Cl:23][C:7]1[CH:8]=[C:9]2[C:4](=[CH:5][C:6]=1[F:24])[N:3]=[C:2]([N:29]1[CH2:30][C:27]([F:31])([F:26])[CH2:28]1)[C:11]([C:12]1[N:13]=[N:14][NH:15][N:16]=1)=[C:10]2[C:17]1[CH:18]=[CH:19][CH:20]=[CH:21][CH:22]=1, predict the reactants needed to synthesize it. The reactants are: Cl[C:2]1[C:11]([C:12]2[NH:16][N:15]=[N:14][N:13]=2)=[C:10]([C:17]2[CH:22]=[CH:21][CH:20]=[CH:19][CH:18]=2)[C:9]2[C:4](=[CH:5][C:6]([F:24])=[C:7]([Cl:23])[CH:8]=2)[N:3]=1.Cl.[F:26][C:27]1([F:31])[CH2:30][NH:29][CH2:28]1.